This data is from Full USPTO retrosynthesis dataset with 1.9M reactions from patents (1976-2016). The task is: Predict the reactants needed to synthesize the given product. (1) Given the product [F:38][CH:37]([F:39])[O:1][C:2]1[C:7]([C:8]2[CH:9]=[CH:10][C:11]([C@H:14]([N:16]3[C:24](=[O:25])[C:23]4[C:18](=[CH:19][CH:20]=[CH:21][CH:22]=4)[C:17]3=[O:26])[CH3:15])=[CH:12][CH:13]=2)=[CH:6][CH:5]=[CH:4][N:3]=1, predict the reactants needed to synthesize it. The reactants are: [OH:1][C:2]1[C:7]([C:8]2[CH:13]=[CH:12][C:11]([C@H:14]([N:16]3[C:24](=[O:25])[C:23]4[C:18](=[CH:19][CH:20]=[CH:21][CH:22]=4)[C:17]3=[O:26])[CH3:15])=[CH:10][CH:9]=2)=[CH:6][CH:5]=[CH:4][N:3]=1.C(=O)([O-])[O-].[Cs+].[Cs+].C(O[C:37](Cl)([F:39])[F:38])(=O)C. (2) Given the product [CH3:36][NH:37][C:3]([C:5]1([CH3:31])[CH2:9][CH2:8][N:7]([C:10]2[CH:15]=[CH:14][CH:13]=[C:12]([C:16]3[N:17]=[C:18]4[C:24]([C:25](=[O:30])[C:26]([CH3:27])([CH3:29])[CH3:28])=[CH:23][NH:22][C:19]4=[N:20][CH:21]=3)[CH:11]=2)[CH2:6]1)=[O:4], predict the reactants needed to synthesize it. The reactants are: CO[C:3]([C:5]1([CH3:31])[CH2:9][CH2:8][N:7]([C:10]2[CH:15]=[CH:14][CH:13]=[C:12]([C:16]3[N:17]=[C:18]4[C:24]([C:25](=[O:30])[C:26]([CH3:29])([CH3:28])[CH3:27])=[CH:23][NH:22][C:19]4=[N:20][CH:21]=3)[CH:11]=2)[CH2:6]1)=[O:4].[OH-].[K+].C(C1NC=CN=1)([C:36]1[NH:37]C=CN=1)=O.CN.